This data is from Peptide-MHC class II binding affinity with 134,281 pairs from IEDB. The task is: Regression. Given a peptide amino acid sequence and an MHC pseudo amino acid sequence, predict their binding affinity value. This is MHC class II binding data. The peptide sequence is AEEVKVIPAGELQVI. The MHC is HLA-DPA10301-DPB10402 with pseudo-sequence HLA-DPA10301-DPB10402. The binding affinity (normalized) is 0.329.